From a dataset of Catalyst prediction with 721,799 reactions and 888 catalyst types from USPTO. Predict which catalyst facilitates the given reaction. (1) Reactant: Br[C:2]1[S:6][C:5]([NH:7][C:8](=[O:14])[O:9][C:10]([CH3:13])([CH3:12])[CH3:11])=[N:4][CH:3]=1.[C:15]([Si:17]([CH3:20])([CH3:19])[CH3:18])#[CH:16].C(N(C(C)C)CC)(C)C. Product: [CH3:18][Si:17]([C:15]#[C:16][C:2]1[S:6][C:5]([NH:7][C:8](=[O:14])[O:9][C:10]([CH3:13])([CH3:12])[CH3:11])=[N:4][CH:3]=1)([CH3:20])[CH3:19]. The catalyst class is: 441. (2) Reactant: [C:1]([OH:7])(=O)[CH2:2][CH2:3][C:4]#[CH:5].CCN(CC)CC.ClC(OCC)=O.[CH3:21][N:22]1[CH2:27][CH2:26][NH:25][CH2:24][CH2:23]1. Product: [CH3:21][N:22]1[CH2:27][CH2:26][N:25]([C:1](=[O:7])[CH2:2][CH2:3][C:4]#[CH:5])[CH2:24][CH2:23]1. The catalyst class is: 2. (3) Reactant: C1(OC(=NC2C=CC(SC)=CC=2)C=COC2C=CC=CC=2)C=CC=CC=1.[CH3:27][S:28]([C:31]1[CH:36]=[CH:35][C:34]([N:37]=[C:38]([O:48][C:49]2[CH:54]=[CH:53][CH:52]=[CH:51][CH:50]=2)[CH:39]=[CH:40][O:41][C:42]2[CH:47]=[CH:46][CH:45]=[CH:44][CH:43]=2)=[CH:33][CH:32]=1)(=[O:30])=[O:29].ClC1C=CC=C(C(OO)=O)C=1. Product: [CH3:27][S:28]([C:31]1[CH:32]=[CH:33][C:34]([N:37]=[C:38]([O:48][C:49]2[CH:54]=[CH:53][CH:52]=[CH:51][CH:50]=2)[CH:39]=[CH:40][O:41][C:42]2[CH:47]=[CH:46][CH:45]=[CH:44][CH:43]=2)=[CH:35][CH:36]=1)=[O:29].[CH3:27][S:28]([C:31]1[CH:32]=[CH:33][C:34]([N:37]=[C:38]([O:48][C:49]2[CH:54]=[CH:53][CH:52]=[CH:51][CH:50]=2)[CH:39]=[CH:40][O:41][C:42]2[CH:47]=[CH:46][CH:45]=[CH:44][CH:43]=2)=[CH:35][CH:36]=1)(=[O:29])=[O:30]. The catalyst class is: 22. (4) Reactant: ClC(Cl)(Cl)CO[C:5](=[O:24])[NH:6][C:7]1[N:8]([C:16]2[CH:21]=[CH:20][C:19]([CH2:22][OH:23])=[CH:18][CH:17]=2)[N:9]=[C:10]([C:12]([CH3:15])([CH3:14])[CH3:13])[CH:11]=1.[CH2:27]([O:30][CH:31]1[CH2:36][CH2:35][N:34]([C:37]2[N:41]3[CH:42]=[C:43]([O:46][C@H:47]4[C:56]5[C:51](=[CH:52][CH:53]=[CH:54][CH:55]=5)[C@@H:50]([NH2:57])[CH2:49][CH2:48]4)[CH:44]=[CH:45][C:40]3=[N:39][N:38]=2)[CH2:33][CH2:32]1)[CH:28]=[CH2:29].CCN(C(C)C)C(C)C. Product: [CH2:27]([O:30][CH:31]1[CH2:36][CH2:35][N:34]([C:37]2[N:41]3[CH:42]=[C:43]([O:46][C@H:47]4[C:56]5[C:51](=[CH:52][CH:53]=[CH:54][CH:55]=5)[C@@H:50]([NH:57][C:5]([NH:6][C:7]5[N:8]([C:16]6[CH:21]=[CH:20][C:19]([CH2:22][OH:23])=[CH:18][CH:17]=6)[N:9]=[C:10]([C:12]([CH3:14])([CH3:15])[CH3:13])[CH:11]=5)=[O:24])[CH2:49][CH2:48]4)[CH:44]=[CH:45][C:40]3=[N:39][N:38]=2)[CH2:33][CH2:32]1)[CH:28]=[CH2:29]. The catalyst class is: 12.